From a dataset of Catalyst prediction with 721,799 reactions and 888 catalyst types from USPTO. Predict which catalyst facilitates the given reaction. (1) Reactant: [F:1][C:2]1[CH:3]=[C:4]([CH:20]=[C:21]([F:23])[CH:22]=1)[CH2:5][C@H:6]([NH:12][C:13](=[O:19])[O:14][C:15]([CH3:18])([CH3:17])[CH3:16])[C@@H:7]([OH:11])[CH2:8][CH:9]=[CH2:10].[NH+]1C=C[CH:27]=[CH:26][CH:25]=1.COC(OC)(C)C. Product: [CH2:8]([C@@H:7]1[O:11][C:26]([CH3:27])([CH3:25])[N:12]([C:13]([O:14][C:15]([CH3:16])([CH3:17])[CH3:18])=[O:19])[C@H:6]1[CH2:5][C:4]1[CH:3]=[C:2]([F:1])[CH:22]=[C:21]([F:23])[CH:20]=1)[CH:9]=[CH2:10]. The catalyst class is: 22. (2) Reactant: [CH2:1]([O:3][C:4]1[CH:9]=[CH:8][C:7]([N:10]2[CH:18]=[N:17][C:16]3[C:11]2=[N:12][C:13]([NH:19][C:20]2[CH:21]=[N:22][N:23]([CH2:25][CH2:26][CH2:27][CH:28]4[CH2:33][CH2:32][N:31](C(OC(C)(C)C)=O)[CH2:30][CH2:29]4)[CH:24]=2)=[N:14][CH:15]=3)=[CH:6][CH:5]=1)[CH3:2].[ClH:41]. Product: [ClH:41].[CH2:1]([O:3][C:4]1[CH:5]=[CH:6][C:7]([N:10]2[CH:18]=[N:17][C:16]3[C:11]2=[N:12][C:13]([NH:19][C:20]2[CH:21]=[N:22][N:23]([CH2:25][CH2:26][CH2:27][CH:28]4[CH2:33][CH2:32][NH:31][CH2:30][CH2:29]4)[CH:24]=2)=[N:14][CH:15]=3)=[CH:8][CH:9]=1)[CH3:2]. The catalyst class is: 135. (3) Reactant: [CH3:1][NH:2][C:3]([C:5]1[CH:6]=[C:7]2[C:11](=[CH:12][CH:13]=1)[N:10]([CH:14]1[CH2:19][CH2:18][NH:17][CH2:16][CH2:15]1)[C:9](=[O:20])[CH2:8]2)=[O:4].C(=O)(O)[O-].[K+].Cl[CH2:27][C:28]([N:30]1[CH2:34][C@@H:33]2[CH2:35][CH2:36][CH2:37][C@@H:32]2[CH2:31]1)=[O:29]. Product: [CH2:34]1[C@H:33]2[CH2:35][CH2:36][CH2:37][C@H:32]2[CH2:31][N:30]1[C:28](=[O:29])[CH2:27][N:17]1[CH2:18][CH2:19][CH:14]([N:10]2[C:11]3[C:7](=[CH:6][C:5]([C:3]([NH:2][CH3:1])=[O:4])=[CH:13][CH:12]=3)[CH2:8][C:9]2=[O:20])[CH2:15][CH2:16]1. The catalyst class is: 192. (4) Reactant: [CH2:1]([O:3][C:4](=[O:25])[C:5]1[CH:10]=[CH:9][CH:8]=[C:7]([N:11]2[C:15]([CH3:16])=[CH:14][CH:13]=[C:12]2[C:17]2[CH:22]=[C:21]([Br:23])[CH:20]=[CH:19][C:18]=2[OH:24])[CH:6]=1)[CH3:2].C([O-])([O-])=O.[K+].[K+].[Cl:32][C:33]1[CH:40]=[CH:39][C:36]([CH2:37]Br)=[CH:35][CH:34]=1. Product: [CH2:1]([O:3][C:4](=[O:25])[C:5]1[CH:10]=[CH:9][CH:8]=[C:7]([N:11]2[C:15]([CH3:16])=[CH:14][CH:13]=[C:12]2[C:17]2[CH:22]=[C:21]([Br:23])[CH:20]=[CH:19][C:18]=2[O:24][CH2:37][C:36]2[CH:39]=[CH:40][C:33]([Cl:32])=[CH:34][CH:35]=2)[CH:6]=1)[CH3:2]. The catalyst class is: 3. (5) Reactant: [Na].[CH3:2][CH2:3][OH:4].[F:5][C:6]1[CH:16]=[CH:15][C:9]([O:10][CH2:11][CH:12]2[CH2:14][O:13]2)=[CH:8][CH:7]=1. The catalyst class is: 25. Product: [CH2:3]([O:4][CH2:14][CH:12]([OH:13])[CH2:11][O:10][C:9]1[CH:15]=[CH:16][C:6]([F:5])=[CH:7][CH:8]=1)[CH3:2]. (6) Reactant: [C:1]([N:5]1[C:9](=[O:10])[C:8](Cl)=[C:7]([C:12]2[CH:17]=[CH:16][CH:15]=[CH:14][CH:13]=2)[S:6]1(=[O:19])=[O:18])([CH3:4])([CH3:3])[CH3:2].Cl.Cl.[CH3:22][C:23]1[CH:24]=[CH:25][C:26]([N:29]2[CH2:34][CH2:33][CH:32]([NH2:35])[CH2:31][CH2:30]2)=[N:27][CH:28]=1. Product: [C:1]([N:5]1[C:9](=[O:10])[C:8]([NH:35][CH:32]2[CH2:31][CH2:30][N:29]([C:26]3[CH:25]=[CH:24][C:23]([CH3:22])=[CH:28][N:27]=3)[CH2:34][CH2:33]2)=[C:7]([C:12]2[CH:17]=[CH:16][CH:15]=[CH:14][CH:13]=2)[S:6]1(=[O:19])=[O:18])([CH3:4])([CH3:3])[CH3:2]. The catalyst class is: 31. (7) Reactant: [OH:1][C@:2]1([C:14]2[S:15][C:16]([C:19]3[CH:24]=[C:23]([NH:25][C:26]4[N:31]=[C:30]([C:32]([F:35])([F:34])[F:33])[CH:29]=[CH:28][N:27]=4)[CH:22]=[C:21]([CH2:36]OS(C)(=O)=O)[CH:20]=3)=[CH:17][N:18]=2)[CH2:7][CH2:6][C@H:5]([C:8]([O:10][CH3:11])=[O:9])[C:4]([CH3:13])([CH3:12])[CH2:3]1.[N-:42]=[N+:43]=[N-:44].[Na+]. Product: [N:42]([CH2:36][C:21]1[CH:20]=[C:19]([C:16]2[S:15][C:14]([C@@:2]3([OH:1])[CH2:7][CH2:6][C@H:5]([C:8]([O:10][CH3:11])=[O:9])[C:4]([CH3:12])([CH3:13])[CH2:3]3)=[N:18][CH:17]=2)[CH:24]=[C:23]([NH:25][C:26]2[N:31]=[C:30]([C:32]([F:35])([F:34])[F:33])[CH:29]=[CH:28][N:27]=2)[CH:22]=1)=[N+:43]=[N-:44]. The catalyst class is: 37. (8) Reactant: [Cl:1][C:2]1[CH:7]=[CH:6][C:5]([S:8]([CH:11]2[C:20]3[C:15](=[C:16]([F:22])[CH:17]=[CH:18][C:19]=3[F:21])[O:14][CH2:13][CH:12]2[NH:23][CH2:24][CH2:25][CH2:26]OS(C)(=O)=O)(=[O:10])=[O:9])=[CH:4][CH:3]=1.CC(C)([O-])C.[K+]. Product: [Cl:1][C:2]1[CH:3]=[CH:4][C:5]([S:8]([C:11]23[C:20]4[C:15](=[C:16]([F:22])[CH:17]=[CH:18][C:19]=4[F:21])[O:14][CH2:13][CH:12]2[NH:23][CH2:24][CH2:25][CH2:26]3)(=[O:9])=[O:10])=[CH:6][CH:7]=1. The catalyst class is: 7.